This data is from Reaction yield outcomes from USPTO patents with 853,638 reactions. The task is: Predict the reaction yield, written as a fraction of the theoretical maximum amount of product (1.0 means a 100% yield; for example, 0.34 means a 34% yield). (1) The reactants are [NH2:1][CH:2]([CH2:12][C:13]1[CH:18]=[CH:17][CH:16]=[C:15]([O:19][C:20]([F:25])([F:24])[CH:21]([F:23])[F:22])[CH:14]=1)[CH:3]([C:5]1[CH:6]=[N:7][C:8]([F:11])=[CH:9][CH:10]=1)[OH:4].[C:26]1([C:37](O)=[O:38])[CH:27]=[CH:28][CH:29]=[C:30]2[CH2:36][CH2:35][CH2:34][CH:33]=[CH:32][C:31]=12.Cl.C(N=C=NCCCN(C)C)C.ON1C2C=CC=CC=2N=N1. The catalyst is C(#N)C.O. The product is [F:11][C:8]1[N:7]=[CH:6][C:5]([CH:3]([OH:4])[CH:2]([NH:1][C:37]([C:26]2[CH:27]=[CH:28][CH:29]=[C:30]3[CH2:36][CH2:35][CH2:34][CH:33]=[CH:32][C:31]=23)=[O:38])[CH2:12][C:13]2[CH:18]=[CH:17][CH:16]=[C:15]([O:19][C:20]([F:24])([F:25])[CH:21]([F:22])[F:23])[CH:14]=2)=[CH:10][CH:9]=1. The yield is 0.820. (2) The reactants are [F:1][C:2]1[CH:3]=[C:4]([OH:10])[CH:5]=[CH:6][C:7]=1[O:8][CH3:9].C([Mg]Cl)(C)C.[C:16]1([CH:22]([C:34]2[CH:39]=[CH:38][CH:37]=[CH:36][CH:35]=2)[N:23]2[C:31]3[C:26](=[CH:27][CH:28]=[CH:29][CH:30]=3)[C:25](=[O:32])[C:24]2=[O:33])[CH:21]=[CH:20][CH:19]=[CH:18][CH:17]=1. The catalyst is O1CCCC1.ClCCl. The product is [C:34]1([CH:22]([C:16]2[CH:21]=[CH:20][CH:19]=[CH:18][CH:17]=2)[N:23]2[C:31]3[C:26](=[CH:27][CH:28]=[CH:29][CH:30]=3)[C:25]([C:5]3[CH:6]=[C:7]([O:8][CH3:9])[C:2]([F:1])=[CH:3][C:4]=3[OH:10])([OH:32])[C:24]2=[O:33])[CH:35]=[CH:36][CH:37]=[CH:38][CH:39]=1. The yield is 0.570. (3) The reactants are [O:1]([C:8]1[CH:13]=[CH:12][C:11]([C:14]2[C:22]3[C:17](=[N:18][CH:19]=[N:20][C:21]=3[NH2:23])[N:16]([CH:24]3[CH2:28][CH2:27][NH:26][CH2:25]3)[N:15]=2)=[CH:10][CH:9]=1)[C:2]1[CH:7]=[CH:6][CH:5]=[CH:4][CH:3]=1.[CH3:29][N:30]1[CH2:35][CH2:34][C:33](=O)[CH2:32][CH2:31]1.C(O[BH-](OC(=O)C)OC(=O)C)(=O)C.[Na+].C(O)(=O)C.C(=O)(O)[O-].[Na+]. The catalyst is ClCCCl. The product is [CH3:29][N:30]1[CH2:35][CH2:34][CH:33]([N:26]2[CH2:27][CH2:28][CH:24]([N:16]3[C:17]4=[N:18][CH:19]=[N:20][C:21]([NH2:23])=[C:22]4[C:14]([C:11]4[CH:10]=[CH:9][C:8]([O:1][C:2]5[CH:7]=[CH:6][CH:5]=[CH:4][CH:3]=5)=[CH:13][CH:12]=4)=[N:15]3)[CH2:25]2)[CH2:32][CH2:31]1. The yield is 0.780. (4) The product is [C:14]([C:10]1[CH:9]=[C:8]([CH:13]=[CH:12][CH:11]=1)[C:6]([C:5]1[CH:20]=[CH:21][C:2]([F:1])=[CH:3][CH:4]=1)=[O:7])#[CH:15]. The catalyst is C1(C)C=CC=CC=1. The reactants are [F:1][C:2]1[CH:21]=[CH:20][C:5]([C:6]([C:8]2[CH:13]=[CH:12][CH:11]=[C:10]([C:14]#[C:15]C(O)(C)C)[CH:9]=2)=[O:7])=[CH:4][CH:3]=1.[OH-].[Na+]. The yield is 0.530. (5) The reactants are [N:1]1[CH:6]=[CH:5][CH:4]=[CH:3][C:2]=1[C@H:7]1[CH2:11][CH2:10][C@H:9]([N:12]2C(=O)C3=CC=CC=C3C2=O)[CH2:8]1. The catalyst is CCO. The product is [N:1]1[CH:6]=[CH:5][CH:4]=[CH:3][C:2]=1[C@H:7]1[CH2:11][CH2:10][C@H:9]([NH2:12])[CH2:8]1. The yield is 0.920. (6) The reactants are Br[CH2:2][C:3]1[O:4][CH:5]=[C:6]([OH:10])[C:7](=[O:9])[CH:8]=1.[NH:11]1[CH2:16][CH2:15][O:14][CH2:13][CH2:12]1. The catalyst is C(#N)C. The product is [OH:10][C:6]1[C:7](=[O:9])[CH:8]=[C:3]([CH2:2][N:11]2[CH2:16][CH2:15][O:14][CH2:13][CH2:12]2)[O:4][CH:5]=1. The yield is 0.720. (7) The reactants are [CH2:1]([N:8]1[CH2:13][C@H:12]([CH3:14])[NH:11][C@@H:10]([CH3:15])[CH2:9]1)[C:2]1[CH:7]=[CH:6][CH:5]=[CH:4][CH:3]=1.[NH2:16][C:17]1[N:22]=[C:21](Cl)[C:20]([CH:24]=[O:25])=[C:19]([Cl:26])[N:18]=1.CCN(C(C)C)C(C)C. The catalyst is C(O)CCC. The product is [NH2:16][C:17]1[N:22]=[C:21]([N:11]2[C@@H:10]([CH3:15])[CH2:9][N:8]([CH2:1][C:2]3[CH:3]=[CH:4][CH:5]=[CH:6][CH:7]=3)[CH2:13][C@@H:12]2[CH3:14])[C:20]([CH:24]=[O:25])=[C:19]([Cl:26])[N:18]=1. The yield is 0.890. (8) The reactants are [Cl:1][C:2]1[CH:3]=[CH:4][C:5]([S:9][CH2:10][C:11]2[CH:16]=[CH:15][CH:14]=[CH:13][C:12]=2[N+:17]([O-:19])=[O:18])=[C:6]([CH:8]=1)[NH2:7].[O:20]1[C:24]2[CH:25]=[CH:26][CH:27]=[CH:28][C:23]=2[CH:22]=[C:21]1[S:29](Cl)(=[O:31])=[O:30]. The catalyst is N1C=CC=CC=1. The product is [Cl:1][C:2]1[CH:3]=[CH:4][C:5]([S:9][CH2:10][C:11]2[CH:16]=[CH:15][CH:14]=[CH:13][C:12]=2[N+:17]([O-:19])=[O:18])=[C:6]([NH:7][S:29]([C:21]2[O:20][C:24]3[CH:25]=[CH:26][CH:27]=[CH:28][C:23]=3[CH:22]=2)(=[O:30])=[O:31])[CH:8]=1. The yield is 0.690. (9) The reactants are C1COCC1.[CH3:6][O:7][C:8]1[CH:22]=[CH:21][C:11]([O:12][CH2:13][C:14]([CH3:20])([CH3:19])[C:15](OC)=[O:16])=[CH:10][CH:9]=1.[H-].[H-].[H-].[H-].[Li+].[Al+3].CC(=O)OCC. The catalyst is O. The product is [CH3:6][O:7][C:8]1[CH:22]=[CH:21][C:11]([O:12][CH2:13][C:14]([CH3:19])([CH3:20])[CH2:15][OH:16])=[CH:10][CH:9]=1. The yield is 0.970.